From a dataset of Full USPTO retrosynthesis dataset with 1.9M reactions from patents (1976-2016). Predict the reactants needed to synthesize the given product. The reactants are: [CH2:1]([O:3][C:4]([C:6]1[CH:18]=[CH:17][CH:16]=[CH:15][C:7]=1OCCCC(O)=O)=[O:5])[CH3:2].C1CN([P+](ON2N=NC3C=CC=CC2=3)(N2CCCC2)N2CCCC2)CC1.F[P-](F)(F)(F)(F)F.O.[OH:53][C:54]1C2N=NNC=2[CH:57]=[CH:56][CH:55]=1.CN1CCOCC1.[NH:70]1[C:78]2[CH2:77][CH2:76][NH:75][CH2:74][C:73]=2[N:72]=[C:71]1[CH:79]([C:81]1[NH:82][C:83]2[CH:89]=[C:88]([NH:90][C:91]([NH2:93])=[NH:92])[CH:87]=[CH:86][C:84]=2[N:85]=1)[CH3:80]. Given the product [NH:90]([C:88]1[CH:87]=[CH:86][C:84]2[NH:85][C:81]([CH:79]([C:71]3[NH:70][C:78]4[CH2:77][CH2:76][N:75]([C:54](=[O:53])[CH2:55][CH2:56][CH2:57][C:7]5[CH:15]=[CH:16][CH:17]=[CH:18][C:6]=5[C:4]([O:3][CH2:1][CH3:2])=[O:5])[CH2:74][C:73]=4[N:72]=3)[CH3:80])=[N:82][C:83]=2[CH:89]=1)[C:91]([NH2:93])=[NH:92], predict the reactants needed to synthesize it.